This data is from Full USPTO retrosynthesis dataset with 1.9M reactions from patents (1976-2016). The task is: Predict the reactants needed to synthesize the given product. (1) The reactants are: [OH:1][C:2]([C:5]1[N:6]=[C:7]([CH2:15][CH2:16][CH3:17])[NH:8][C:9]=1[C:10]([O:12][CH2:13][CH3:14])=[O:11])([CH3:4])[CH3:3].[O-]CC.[Na+].Br[CH2:23][C:24]1[CH:29]=[CH:28][C:27]([C:30]2[C:31]([C:36]#[N:37])=[CH:32][CH:33]=[CH:34][CH:35]=2)=[CH:26][CH:25]=1.[Cl-].[Na+]. Given the product [C:36]([C:31]1[CH:32]=[CH:33][CH:34]=[CH:35][C:30]=1[C:27]1[CH:26]=[CH:25][C:24]([CH2:23][N:8]2[C:9]([C:10]([O:12][CH2:13][CH3:14])=[O:11])=[C:5]([C:2]([OH:1])([CH3:4])[CH3:3])[N:6]=[C:7]2[CH2:15][CH2:16][CH3:17])=[CH:29][CH:28]=1)#[N:37], predict the reactants needed to synthesize it. (2) Given the product [CH2:19]([CH:3]1[C:4](=[O:7])[CH2:5][CH2:6][O:1][CH2:2]1)[CH3:20], predict the reactants needed to synthesize it. The reactants are: [O:1]1[CH2:6][CH2:5][C:4](=[O:7])[CH2:3][CH2:2]1.CN(C)P(N(C)C)(N(C)C)=O.[CH:19]([N-]C(C)C)(C)[CH3:20].[Li+].ICC. (3) Given the product [Br:1][CH2:2][CH2:3][O:21][C:13]1[CH:14]=[CH:15][C:16]([N+:18]([O-:20])=[O:19])=[CH:17][C:12]=1[Cl:11], predict the reactants needed to synthesize it. The reactants are: [Br:1][CH2:2][CH2:3]Br.C(=O)([O-])[O-].[K+].[K+].[Cl:11][C:12]1[CH:17]=[C:16]([N+:18]([O-:20])=[O:19])[CH:15]=[CH:14][C:13]=1[OH:21]. (4) Given the product [CH3:1][C:2]1([CH3:9])[O:6][C@@H:5]([CH2:7][O:8][C:13]2[N:18]=[C:17]([NH2:19])[CH:16]=[CH:15][N:14]=2)[CH2:4][O:3]1, predict the reactants needed to synthesize it. The reactants are: [CH3:1][C:2]1([CH3:9])[O:6][C@@H:5]([CH2:7][OH:8])[CH2:4][O:3]1.[H-].[Na+].Cl[C:13]1[N:18]=[C:17]([NH2:19])[CH:16]=[CH:15][N:14]=1. (5) Given the product [NH:2]([C:5]1[N:6]=[C:7]([NH2:23])[C:8]2[N:9]=[CH:10][N:11]([C:21]=2[N:22]=1)[C@@H:12]1[O:20][C@H:17]([CH2:18][OH:19])[C@@H:15]([OH:16])[C@H:13]1[OH:14])[NH2:3], predict the reactants needed to synthesize it. The reactants are: O.[NH2:2][NH2:3].Cl[C:5]1[N:6]=[C:7]([NH2:23])[C:8]2[N:9]=[CH:10][N:11]([C:21]=2[N:22]=1)[C@@H:12]1[O:20][C@H:17]([CH2:18][OH:19])[C@@H:15]([OH:16])[C@H:13]1[OH:14]. (6) Given the product [CH3:20][C:21]1[CH:28]=[C:27]([CH3:29])[CH:26]=[CH:25][C:22]=1[CH2:23][O:1][C:2]1[CH:3]=[C:4]([CH2:8][C:9]([O:11][CH2:12][CH3:13])=[O:10])[CH:5]=[CH:6][CH:7]=1, predict the reactants needed to synthesize it. The reactants are: [OH:1][C:2]1[CH:3]=[C:4]([CH2:8][C:9]([O:11][CH2:12][CH3:13])=[O:10])[CH:5]=[CH:6][CH:7]=1.C(=O)([O-])[O-].[K+].[K+].[CH3:20][C:21]1[CH:28]=[C:27]([CH3:29])[CH:26]=[CH:25][C:22]=1[CH2:23]Cl. (7) Given the product [Cl:3][C:4]1[C:5]2[N:6]([C:12]([NH:14][C:15](=[O:19])[O:16][CH2:17][CH3:18])=[N:11][N:10]=2)[CH:7]=[CH:8][N:9]=1, predict the reactants needed to synthesize it. The reactants are: BrBr.[Cl:3][C:4]1[C:5]([NH:10][NH:11][C:12]([NH:14][C:15](=[O:19])[O:16][CH2:17][CH3:18])=S)=[N:6][CH:7]=[CH:8][N:9]=1.[OH-].[NH4+].